From a dataset of Forward reaction prediction with 1.9M reactions from USPTO patents (1976-2016). Predict the product of the given reaction. (1) Given the reactants [F:1][C:2]([F:18])([F:17])[C:3]1[C:7]([C:8]([F:11])([F:10])[F:9])=[C:6]([C:12]([O:14]CC)=[O:13])[NH:5][N:4]=1.[C:19](=O)([O-])[O-].[K+].[K+].IC.[OH-].[Na+], predict the reaction product. The product is: [CH3:19][N:5]1[C:6]([C:12]([OH:14])=[O:13])=[C:7]([C:8]([F:11])([F:10])[F:9])[C:3]([C:2]([F:18])([F:17])[F:1])=[N:4]1. (2) Given the reactants [CH2:1]([O:3][C:4]1[CH:9]=[CH:8][C:7]([F:10])=[CH:6][CH:5]=1)[CH3:2].C([Li])CCC.CCCCCC.C[O:23]B(OC)OC, predict the reaction product. The product is: [CH2:1]([O:3][C:4]1[CH:5]=[CH:6][C:7]([F:10])=[C:8]([OH:23])[CH:9]=1)[CH3:2]. (3) Given the reactants [C:1]1([S:11]([CH2:14][C:15]2[CH:16]=[C:17]([CH:24]3OCC[O:25]3)[CH:18]=[CH:19][C:20]=2[N+:21]([O-:23])=[O:22])(=[O:13])=[O:12])[C:10]2[C:5](=[CH:6][CH:7]=[CH:8][CH:9]=2)[CH:4]=[CH:3][CH:2]=1.Cl, predict the reaction product. The product is: [C:1]1([S:11]([CH2:14][C:15]2[CH:16]=[C:17]([CH:18]=[CH:19][C:20]=2[N+:21]([O-:23])=[O:22])[CH:24]=[O:25])(=[O:12])=[O:13])[C:10]2[C:5](=[CH:6][CH:7]=[CH:8][CH:9]=2)[CH:4]=[CH:3][CH:2]=1.